Dataset: Full USPTO retrosynthesis dataset with 1.9M reactions from patents (1976-2016). Task: Predict the reactants needed to synthesize the given product. (1) Given the product [CH2:1]([C:8]1[S:9][C:10]([S:14]([OH:17])(=[O:16])=[O:15])=[CH:11][CH:12]=1)[C:2]1[CH:7]=[CH:6][CH:5]=[CH:4][CH:3]=1, predict the reactants needed to synthesize it. The reactants are: [CH2:1]([C:8]1[S:9][CH:10]=[CH:11][CH:12]=1)[C:2]1[CH:7]=[CH:6][CH:5]=[CH:4][CH:3]=1.Cl[S:14]([OH:17])(=[O:16])=[O:15]. (2) Given the product [C:43]([C:40]1[CH:39]=[CH:38][C:37]([C:34]2[N:32]3[CH:33]=[C:28]([C:26]4[CH:25]=[CH:24][C:6]([C:7]([N:9]5[CH2:10][CH2:11][CH:12]([NH:15][CH3:16])[CH2:13][CH2:14]5)=[O:8])=[C:5]([NH:4][C:1](=[O:3])[CH3:2])[CH:27]=4)[CH:29]=[CH:30][C:31]3=[N:36][CH:35]=2)=[CH:42][CH:41]=1)#[N:44], predict the reactants needed to synthesize it. The reactants are: [C:1]([NH:4][C:5]1[CH:27]=[C:26]([C:28]2[CH:29]=[CH:30][C:31]3[N:32]([C:34]([C:37]4[CH:42]=[CH:41][C:40]([C:43]#[N:44])=[CH:39][CH:38]=4)=[CH:35][N:36]=3)[CH:33]=2)[CH:25]=[CH:24][C:6]=1[C:7]([N:9]1[CH2:14][CH2:13][CH:12]([N:15](C)[C:16](=O)OC(C)(C)C)[CH2:11][CH2:10]1)=[O:8])(=[O:3])[CH3:2].C(O)(C(F)(F)F)=O.